This data is from Forward reaction prediction with 1.9M reactions from USPTO patents (1976-2016). The task is: Predict the product of the given reaction. (1) The product is: [C:1]([O:5][C:6](=[O:36])[N:7]([C:16]1[S:17][C@:18]2([C:33]3[CH:42]=[C:41]([Si:38]([CH3:40])([CH3:39])[CH3:37])[O:35][N:34]=3)[C@H:20]([C@:21]([C:25]3[CH:30]=[C:29]([Br:31])[CH:28]=[CH:27][C:26]=3[F:32])([CH2:23][F:24])[N:22]=1)[CH2:19]2)[CH2:8][O:9][CH2:10][CH2:11][Si:12]([CH3:14])([CH3:13])[CH3:15])([CH3:4])([CH3:2])[CH3:3]. Given the reactants [C:1]([O:5][C:6](=[O:36])[N:7]([C:16]1[S:17][C@:18]2(/[CH:33]=[N:34]/[OH:35])[C@H:20]([C@:21]([C:25]3[CH:30]=[C:29]([Br:31])[CH:28]=[CH:27][C:26]=3[F:32])([CH2:23][F:24])[N:22]=1)[CH2:19]2)[CH2:8][O:9][CH2:10][CH2:11][Si:12]([CH3:15])([CH3:14])[CH3:13])([CH3:4])([CH3:3])[CH3:2].[CH3:37][Si:38]([C:41]#[CH:42])([CH3:40])[CH3:39].C([Sn](O[Sn](CCCC)(CCCC)CCCC)(CCCC)CCCC)CCC.ClOC(C)(C)C, predict the reaction product. (2) Given the reactants [C:1]1([C:25]2[CH:30]=[CH:29][CH:28]=[CH:27][CH:26]=2)[CH:6]=[CH:5][CH:4]=[CH:3][C:2]=1[O:7][C:8]1[CH:9]=[N:10][N:11]([CH:15]([CH2:19][CH:20]2[CH2:24][CH2:23][CH2:22][CH2:21]2)[C:16](O)=[O:17])[C:12](=[O:14])[CH:13]=1.[NH2:31][C:32]1[CH:36]=[CH:35][N:34]([CH2:37][C:38]([CH3:41])([OH:40])[CH3:39])[N:33]=1, predict the reaction product. The product is: [C:1]1([C:25]2[CH:26]=[CH:27][CH:28]=[CH:29][CH:30]=2)[CH:6]=[CH:5][CH:4]=[CH:3][C:2]=1[O:7][C:8]1[CH:9]=[N:10][N:11]([CH:15]([CH2:19][CH:20]2[CH2:21][CH2:22][CH2:23][CH2:24]2)[C:16]([NH:31][C:32]2[CH:36]=[CH:35][N:34]([CH2:37][C:38]([OH:40])([CH3:41])[CH3:39])[N:33]=2)=[O:17])[C:12](=[O:14])[CH:13]=1. (3) Given the reactants [F:1][C:2]1([F:32])[O:6][C:5]2[CH:7]=[C:8]([OH:31])[C:9]([CH:11]3[C:19]4[C:14](=[CH:15][CH:16]=[CH:17][CH:18]=4)[N:13]([CH2:20][C:21]4[O:22][C:23]([C:26]([F:29])([F:28])[F:27])=[CH:24][CH:25]=4)[C:12]3=[O:30])=[CH:10][C:4]=2[O:3]1.[C:33]1(C(C2C=CC=CC=2)N2C3C(=CC=CC=3)C(C3C=C(C)C(OC)=CC=3O)C2=O)C=CC=CC=1, predict the reaction product. The product is: [F:32][C:2]1([F:1])[O:6][C:5]2[CH:7]=[C:8]3[O:31][CH2:33][C:11]4([C:19]5[C:14](=[CH:15][CH:16]=[CH:17][CH:18]=5)[N:13]([CH2:20][C:21]5[O:22][C:23]([C:26]([F:28])([F:29])[F:27])=[CH:24][CH:25]=5)[C:12]4=[O:30])[C:9]3=[CH:10][C:4]=2[O:3]1. (4) Given the reactants C([O:8][CH2:9][CH2:10][CH2:11][CH2:12][CH2:13][C@H:14]([OH:24])[CH2:15][O:16][C:17]1[CH:22]=[CH:21][C:20]([F:23])=[CH:19][CH:18]=1)C1C=CC=CC=1, predict the reaction product. The product is: [F:23][C:20]1[CH:19]=[CH:18][C:17]([O:16][CH2:15][C@@H:14]([OH:24])[CH2:13][CH2:12][CH2:11][CH2:10][CH2:9][OH:8])=[CH:22][CH:21]=1. (5) Given the reactants [NH2:1][C:2]1[CH:3]=[CH:4][C:5]([F:28])=[C:6]([C@:8]2([CH3:27])[CH2:13][C:12]3([CH2:18][CH2:17][O:16][CH2:15][CH2:14]3)[S:11][C:10]([NH:19]C(=O)OC(C)(C)C)=[N:9]2)[CH:7]=1.F[C:30]1[C:35]([O:36][CH3:37])=[CH:34][CH:33]=[CH:32][N:31]=1, predict the reaction product. The product is: [F:28][C:5]1[CH:4]=[CH:3][C:2]([NH:1][C:30]2[C:35]([O:36][CH3:37])=[CH:34][CH:33]=[CH:32][N:31]=2)=[CH:7][C:6]=1[C@:8]1([CH3:27])[CH2:13][C:12]2([CH2:18][CH2:17][O:16][CH2:15][CH2:14]2)[S:11][C:10]([NH2:19])=[N:9]1. (6) Given the reactants [CH3:1][O:2][C:3](=[O:20])[C:4](O)=[CH:5]C(=O)N(CC1C=CC(Cl)=C(Cl)C=1)C.C=O.Cl.NCCCC(O)=O.Cl[C:32]1[CH:33]=[C:34]([CH:48]=[CH:49][C:50]=1Cl)[CH2:35][N:36]([CH3:47])[C:37]([C:39]1[CH2:40][N:41]([CH3:46])[C:42](=[O:45])[C:43]=1[OH:44])=[O:38], predict the reaction product. The product is: [CH3:1][O:2][C:3](=[O:20])[CH2:4][CH2:5][CH2:46][N:41]1[CH2:40][C:39]([C:37](=[O:38])[N:36]([CH2:35][C:34]2[CH:48]=[CH:49][CH2:50][CH2:32][CH:33]=2)[CH3:47])=[C:43]([OH:44])[C:42]1=[O:45]. (7) Given the reactants [NH2:1][C:2]1[S:6][C:5]2[CH2:7][CH2:8][CH2:9][CH2:10][C:4]=2[C:3]=1[C:11]([C:13]1[CH:18]=[CH:17][C:16]([F:19])=[CH:15][CH:14]=1)=O.[C:20]([O:27][CH3:28])(=[O:26])[CH2:21][CH2:22][C:23]([CH3:25])=O.Cl[Si](C)(C)C, predict the reaction product. The product is: [CH3:28][O:27][C:20](=[O:26])[CH2:21][C:22]1[C:11]([C:13]2[CH:18]=[CH:17][C:16]([F:19])=[CH:15][CH:14]=2)=[C:3]2[C:4]3[CH2:10][CH2:9][CH2:8][CH2:7][C:5]=3[S:6][C:2]2=[N:1][C:23]=1[CH3:25].